This data is from Forward reaction prediction with 1.9M reactions from USPTO patents (1976-2016). The task is: Predict the product of the given reaction. (1) Given the reactants [CH:1]([C:3]1[CH:8]=[CH:7][N:6]=[CH:5][CH:4]=1)=[CH2:2].Br[C:10]1[CH:15]=[CH:14][CH:13]=[C:12]([N+:16]([O-:18])=[O:17])[CH:11]=1.CC([O-])=O.[Na+].C1C=CC(P(C2C=CC=CC=2)C2C=CC=CC=2)=CC=1, predict the reaction product. The product is: [N+:16]([C:12]1[CH:11]=[C:10](/[CH:2]=[CH:1]/[C:3]2[CH:8]=[CH:7][N:6]=[CH:5][CH:4]=2)[CH:15]=[CH:14][CH:13]=1)([O-:18])=[O:17]. (2) Given the reactants [CH:1]1([C:4]2[C:9]([CH2:10]O)=[CH:8][N:7]=[C:6]([C:12]3[CH:17]=[CH:16][CH:15]=[C:14]([C:18]([F:21])([F:20])[F:19])[CH:13]=3)[N:5]=2)[CH2:3][CH2:2]1.O=S(Cl)[Cl:24], predict the reaction product. The product is: [Cl:24][CH2:10][C:9]1[C:4]([CH:1]2[CH2:3][CH2:2]2)=[N:5][C:6]([C:12]2[CH:17]=[CH:16][CH:15]=[C:14]([C:18]([F:21])([F:20])[F:19])[CH:13]=2)=[N:7][CH:8]=1. (3) Given the reactants [CH3:1][O:2][C:3]1[CH:4]=[C:5]([C:9]2[CH:14]=[CH:13][C:12]([C:15]([OH:17])=O)=[C:11]([N+:18]([O-:20])=[O:19])[CH:10]=2)[CH:6]=[CH:7][CH:8]=1.[N:21]1([CH2:26][C:27]2[CH:32]=[CH:31][C:30]([CH2:33][CH2:34][NH2:35])=[CH:29][CH:28]=2)[CH2:25][CH2:24][CH2:23][CH2:22]1, predict the reaction product. The product is: [N:21]1([CH2:26][C:27]2[CH:32]=[CH:31][C:30]([CH2:33][CH2:34][NH:35][C:15]([C:12]3[CH:13]=[CH:14][C:9]([C:5]4[CH:6]=[CH:7][CH:8]=[C:3]([O:2][CH3:1])[CH:4]=4)=[CH:10][C:11]=3[N+:18]([O-:20])=[O:19])=[O:17])=[CH:29][CH:28]=2)[CH2:25][CH2:24][CH2:23][CH2:22]1.